The task is: Predict which catalyst facilitates the given reaction.. This data is from Catalyst prediction with 721,799 reactions and 888 catalyst types from USPTO. (1) Reactant: O=[CH:2][C:3]1[CH:11]=[CH:10][C:7]([O:8][CH3:9])=[C:5]([OH:6])[CH:4]=1.Cl.[NH2:13]O.[H-].[Na+].[Si:17](Cl)([C:20]([CH3:23])([CH3:22])[CH3:21])([CH3:19])[CH3:18]. Product: [Si:17]([O:6][C:5]1[CH:4]=[C:3]([CH:11]=[CH:10][C:7]=1[O:8][CH3:9])[C:2]#[N:13])([C:20]([CH3:23])([CH3:22])[CH3:21])([CH3:19])[CH3:18]. The catalyst class is: 348. (2) Reactant: [NH2:1][C:2]1[N:7]=[C:6]([C:8]([NH:10][CH2:11][C:12]2[CH:17]=[CH:16][CH:15]=[C:14]([CH2:18][O:19][CH3:20])[N:13]=2)=[O:9])[CH:5]=[C:4]([C:21]2[O:22][C:23]([CH3:26])=[CH:24][CH:25]=2)[N:3]=1.[Cl:27]N1C(=O)CCC1=O. Product: [NH2:1][C:2]1[N:7]=[C:6]([C:8]([NH:10][CH2:11][C:12]2[CH:17]=[CH:16][CH:15]=[C:14]([CH2:18][O:19][CH3:20])[N:13]=2)=[O:9])[C:5]([Cl:27])=[C:4]([C:21]2[O:22][C:23]([CH3:26])=[CH:24][CH:25]=2)[N:3]=1. The catalyst class is: 15. (3) Reactant: C(Cl)(=O)C(Cl)=O.CS(C)=O.[CH3:11][C:12]1([CH2:33][OH:34])[CH2:16][O:15][C:14]([C:17]2[CH:18]=[N:19][C:20]([O:23][CH2:24][CH2:25][CH2:26][N:27]3[CH2:31][CH2:30][CH2:29][CH:28]3[CH3:32])=[CH:21][CH:22]=2)=[N:13]1.C(N(CC)CC)C. Product: [CH3:11][C:12]1([CH:33]=[O:34])[CH2:16][O:15][C:14]([C:17]2[CH:18]=[N:19][C:20]([O:23][CH2:24][CH2:25][CH2:26][N:27]3[CH2:31][CH2:30][CH2:29][CH:28]3[CH3:32])=[CH:21][CH:22]=2)=[N:13]1. The catalyst class is: 46. (4) Reactant: [F:1][CH:2]([F:19])[C:3]1[C:12]([C:13]2[CH:14]=[N:15][N:16]([CH3:18])[CH:17]=2)=[CH:11][C:6]2[O:7][CH2:8][CH2:9][NH:10][C:5]=2[CH:4]=1.Br[C:21]1[C:25]2[CH2:26][N:27]([C:30](=[O:32])[CH3:31])[CH2:28][CH2:29][C:24]=2[N:23]([CH:33]2[CH2:38][CH2:37][O:36][CH2:35][CH2:34]2)[N:22]=1.C(O[Na])(C)(C)C.C1(P(C2CCCCC2)C2C=CC=CC=2C2C(OC(C)C)=CC=CC=2OC(C)C)CCCCC1. Product: [F:19][CH:2]([F:1])[C:3]1[C:12]([C:13]2[CH:14]=[N:15][N:16]([CH3:18])[CH:17]=2)=[CH:11][C:6]2[O:7][CH2:8][CH2:9][N:10]([C:21]3[C:25]4[CH2:26][N:27]([C:30](=[O:32])[CH3:31])[CH2:28][CH2:29][C:24]=4[N:23]([CH:33]4[CH2:38][CH2:37][O:36][CH2:35][CH2:34]4)[N:22]=3)[C:5]=2[CH:4]=1. The catalyst class is: 12.